This data is from Forward reaction prediction with 1.9M reactions from USPTO patents (1976-2016). The task is: Predict the product of the given reaction. Given the reactants [OH:1][CH2:2][C@@H:3]1[NH:7][C:6](=[O:8])[CH2:5][CH2:4]1.C(N(CC)CC)C.[CH3:16][S:17](Cl)(=[O:19])=[O:18], predict the reaction product. The product is: [O:8]=[C:6]1[NH:7][CH:3]([CH2:2][O:1][S:17]([CH3:16])(=[O:19])=[O:18])[CH2:4][CH2:5]1.